This data is from Reaction yield outcomes from USPTO patents with 853,638 reactions. The task is: Predict the reaction yield, written as a fraction of the theoretical maximum amount of product (1.0 means a 100% yield; for example, 0.34 means a 34% yield). (1) The reactants are [C:1]([C:4]1[C:5](=[O:15])[NH:6][C:7]2[C:12]([CH:13]=1)=[CH:11][C:10]([Cl:14])=[CH:9][CH:8]=2)(=O)[CH3:2].[NH2:16][C:17]1[CH:24]=[CH:23][C:20]([C:21]#[N:22])=[C:19]([O:25][CH3:26])[CH:18]=1.ClCCl.C(O[BH-](OC(=O)C)OC(=O)C)(=O)C.[Na+]. The catalyst is CO.C(O[Ti](Cl)(OC(C)C)OC(C)C)(C)C. The product is [Cl:14][C:10]1[CH:11]=[C:12]2[C:7](=[CH:8][CH:9]=1)[NH:6][C:5](=[O:15])[C:4]([CH:1]([NH:16][C:17]1[CH:24]=[CH:23][C:20]([C:21]#[N:22])=[C:19]([O:25][CH3:26])[CH:18]=1)[CH3:2])=[CH:13]2. The yield is 0.296. (2) The product is [CH2:15]([N:18]1[CH2:23][CH2:22][N:21]([CH2:31][CH2:32][CH2:33][OH:34])[CH2:20][CH2:19]1)[C:16]#[CH:17]. The reactants are OC(C(F)(F)F)=O.OC(C(F)(F)F)=O.[CH2:15]([N:18]1[CH2:23][CH2:22][NH:21][CH2:20][CH2:19]1)[C:16]#[CH:17].C(=O)([O-])[O-].[K+].[K+].Br[CH2:31][CH2:32][CH2:33][OH:34]. The catalyst is C(#N)C. The yield is 0.790. (3) The reactants are [CH2:1]=[CH:2][C@@H:3]1[C@:20]2([CH3:21])[C@H:6]([C@H:7]3[C@H:17]([CH2:18][CH2:19]2)[C@:15]2([CH3:16])[C:10](=[CH:11][C:12](=[O:22])[CH:13]=[CH:14]2)[CH2:9][CH2:8]3)[CH2:5][CH2:4]1.C=C[C@@H]1[C@]2(C)[C@H]([C@H]3[C@H](CC2)[C@]2(C)C(C[C@@H](O)CC2)=CC3)CC1. The catalyst is C1(C)C=CC=CC=1.C1(=O)CCCCC1. The product is [CH2:1]=[CH:2][C@@H:3]1[C@:20]2([CH3:21])[C@H:6]([C@H:7]3[C@H:17]([CH2:18][CH2:19]2)[C@:15]2([CH3:16])[C:10](=[CH:11][C:12](=[O:22])[CH2:13][CH2:14]2)[CH2:9][CH2:8]3)[CH2:5][CH2:4]1. The yield is 0.880. (4) The reactants are [CH3:1][C@H:2]1[CH2:6][CH2:5][CH2:4][N:3]1[C@H:7]1[CH2:11][CH2:10][N:9]([C:12]2[CH:13]=[C:14]3[C:19](=[CH:20][CH:21]=2)[CH2:18][NH:17][CH2:16][CH2:15]3)[CH2:8]1.Br[C:23]1[C:28]([C:29]([NH:31][CH3:32])=[O:30])=[CH:27][N:26]=[CH:25][CH:24]=1.CC(C)([O-])C.[Na+]. The catalyst is C1(C)C=CC=CC=1.C1C=CC(/C=C/C(/C=C/C2C=CC=CC=2)=O)=CC=1.C1C=CC(/C=C/C(/C=C/C2C=CC=CC=2)=O)=CC=1.C1C=CC(/C=C/C(/C=C/C2C=CC=CC=2)=O)=CC=1.[Pd].[Pd].C1C=CC(P(C2C(C3C(P(C4C=CC=CC=4)C4C=CC=CC=4)=CC=C4C=3C=CC=C4)=C3C(C=CC=C3)=CC=2)C2C=CC=CC=2)=CC=1. The product is [CH3:32][NH:31][C:29](=[O:30])[C:28]1[CH:23]=[CH:24][C:25]([N:17]2[CH2:16][CH2:15][C:14]3[C:19](=[CH:20][CH:21]=[C:12]([N:9]4[CH2:10][CH2:11][C@H:7]([N:3]5[CH2:4][CH2:5][CH2:6][C@@H:2]5[CH3:1])[CH2:8]4)[CH:13]=3)[CH2:18]2)=[N:26][CH:27]=1. The yield is 0.680. (5) The reactants are [CH:1]1([O:4][C:5]2[CH:13]=[CH:12][C:8]([C:9]([OH:11])=O)=[CH:7][C:6]=2[N+:14]([O-:16])=[O:15])[CH2:3][CH2:2]1.[F:17][C:18]1[CH:23]=[CH:22][CH:21]=[CH:20][C:19]=1[C:24]1[N:29]=[CH:28][C:27]([NH2:30])=[CH:26][CH:25]=1.C(N(C(C)C)C(C)C)C.C1CN([P+](ON2N=NC3C=CC=CC2=3)(N2CCCC2)N2CCCC2)CC1.F[P-](F)(F)(F)(F)F. The catalyst is CN(C=O)C. The product is [CH:1]1([O:4][C:5]2[CH:13]=[CH:12][C:8]([C:9]([NH:30][C:27]3[CH:28]=[N:29][C:24]([C:19]4[CH:20]=[CH:21][CH:22]=[CH:23][C:18]=4[F:17])=[CH:25][CH:26]=3)=[O:11])=[CH:7][C:6]=2[N+:14]([O-:16])=[O:15])[CH2:2][CH2:3]1. The yield is 0.950. (6) The reactants are Cl.[CH3:2][N:3]1[C:12]2[C:7](=[CH:8][CH:9]=[CH:10][C:11]=2[NH:13]C(OC(C)(C)C)=O)[CH2:6][CH2:5][CH2:4]1. The catalyst is CO. The product is [CH3:2][N:3]1[C:12]2[C:7](=[CH:8][CH:9]=[CH:10][C:11]=2[NH2:13])[CH2:6][CH2:5][CH2:4]1. The yield is 0.880. (7) The catalyst is C(Cl)Cl. The reactants are [CH3:1][S:2]([C:5]1[CH:10]=[CH:9][C:8]([C@@H:11]([CH2:15][C@H:16]2[CH2:20][CH2:19][C:18](=[O:21])[CH2:17]2)[C:12]([OH:14])=O)=[CH:7][C:6]=1[CH3:22])(=[O:4])=[O:3].C(Cl)(=O)C(Cl)=O.[CH3:29][O:30][CH2:31][CH2:32][N:33]1[CH:37]=[CH:36][C:35]([NH2:38])=[N:34]1.N1C(C)=CC=CC=1C. The yield is 0.900. The product is [CH3:1][S:2]([C:5]1[CH:10]=[CH:9][C:8]([C@@H:11]([CH2:15][C@H:16]2[CH2:20][CH2:19][C:18](=[O:21])[CH2:17]2)[C:12]([NH:38][C:35]2[CH:36]=[CH:37][N:33]([CH2:32][CH2:31][O:30][CH3:29])[N:34]=2)=[O:14])=[CH:7][C:6]=1[CH3:22])(=[O:4])=[O:3]. (8) The catalyst is C(Cl)Cl. The product is [C:1]([C:5]1[CH:6]=[C:7]([C:15]2[S:19][C:18]([C:20]([NH:22][C@H:23]3[CH2:26][C@H:25]([C:27]([O:29][CH3:30])=[O:28])[CH2:24]3)=[O:21])=[N:17][C:16]=2[CH2:31][CH:32]2[CH2:37][CH2:36][CH2:35][CH2:34][CH2:33]2)[CH:8]=[C:9]([C:11]([F:44])([CH3:13])[CH3:12])[CH:10]=1)([CH3:4])([CH3:3])[CH3:2]. The yield is 0.500. The reactants are [C:1]([C:5]1[CH:6]=[C:7]([C:15]2[S:19][C:18]([C:20]([NH:22][C@H:23]3[CH2:26][C@H:25]([C:27]([O:29][CH3:30])=[O:28])[CH2:24]3)=[O:21])=[N:17][C:16]=2[CH2:31][CH:32]2[CH2:37][CH2:36][CH2:35][CH2:34][CH2:33]2)[CH:8]=[C:9]([C:11](O)([CH3:13])[CH3:12])[CH:10]=1)([CH3:4])([CH3:3])[CH3:2].CCN(S(F)(F)[F:44])CC. (9) The reactants are [C:1]([C:3]1[CH:4]=[C:5]([CH:34]=[C:35]([CH3:37])[CH:36]=1)[C:6]([C:8]1[N:13]([CH2:14][CH2:15][O:16][C:17](=[O:19])[NH2:18])[C:12](=[O:20])[N:11](CC2C=CC(OC)=CC=2)[C:10](=[O:30])[C:9]=1[CH:31]([CH3:33])[CH3:32])=[O:7])#[N:2].C(O)(=O)C.O. The catalyst is CC#N. The product is [C:1]([C:3]1[CH:4]=[C:5]([CH:34]=[C:35]([CH3:37])[CH:36]=1)[C:6]([C:8]1[N:13]([CH2:14][CH2:15][O:16][C:17](=[O:19])[NH2:18])[C:12](=[O:20])[NH:11][C:10](=[O:30])[C:9]=1[CH:31]([CH3:33])[CH3:32])=[O:7])#[N:2]. The yield is 0.560.